This data is from Catalyst prediction with 721,799 reactions and 888 catalyst types from USPTO. The task is: Predict which catalyst facilitates the given reaction. (1) Reactant: [NH2:1][C:2]1[CH:3]=[C:4]2[C:9](=[CH:10][CH:11]=1)[N:8]=[C:7]([NH:12][C:13]1[CH:18]=[CH:17][C:16]([S:19]([NH2:22])(=[O:21])=[O:20])=[CH:15][CH:14]=1)[N:6]=[CH:5]2.[C:23](O)(=[O:25])[CH3:24].CN(C(ON1N=NC2C=CC=CC1=2)=[N+](C)C)C.F[P-](F)(F)(F)(F)F.CC(N(C)C)=O. Product: [S:19]([C:16]1[CH:15]=[CH:14][C:13]([NH:12][C:7]2[N:6]=[CH:5][C:4]3[C:9](=[CH:10][CH:11]=[C:2]([NH:1][C:23](=[O:25])[CH3:24])[CH:3]=3)[N:8]=2)=[CH:18][CH:17]=1)(=[O:21])(=[O:20])[NH2:22]. The catalyst class is: 56. (2) Reactant: [CH2:1]([O:8][C:9]1[CH:14]=[CH:13][N:12]([C:15]2[CH:16]=[CH:17][C:18]3[C:19]4[CH2:31][N:30](C(OC(C)(C)C)=O)[CH2:29][CH2:28][C:20]=4[N:21]([CH2:24][O:25][CH2:26][CH3:27])[C:22]=3[CH:23]=2)[C:11](=[O:39])[CH:10]=1)[C:2]1[CH:7]=[CH:6][CH:5]=[CH:4][CH:3]=1.Cl. Product: [CH2:1]([O:8][C:9]1[CH:14]=[CH:13][N:12]([C:15]2[CH:16]=[CH:17][C:18]3[C:19]4[CH2:31][NH:30][CH2:29][CH2:28][C:20]=4[N:21]([CH2:24][O:25][CH2:26][CH3:27])[C:22]=3[CH:23]=2)[C:11](=[O:39])[CH:10]=1)[C:2]1[CH:3]=[CH:4][CH:5]=[CH:6][CH:7]=1. The catalyst class is: 863. (3) Reactant: C(NC(C)C)(C)C.C([Li])CCC.[O:13]=[C:14]1[CH2:19][CH2:18][CH2:17][N:16]([C:20]([O:22][C:23]([CH3:26])([CH3:25])[CH3:24])=[O:21])[CH2:15]1.ClC1C=CN=C(N([S:35]([C:38]([F:41])([F:40])[F:39])(=[O:37])=[O:36])[S:35]([C:38]([F:41])([F:40])[F:39])(=[O:37])=[O:36])C=1. Product: [F:39][C:38]([F:41])([F:40])[S:35]([O:13][C:14]1[CH2:19][CH2:18][CH2:17][N:16]([C:20]([O:22][C:23]([CH3:26])([CH3:25])[CH3:24])=[O:21])[CH:15]=1)(=[O:37])=[O:36]. The catalyst class is: 1. (4) Reactant: C1([CH:4]([C:12]([CH:14]([CH:22]2[CH2:24]C2)C2C=CC=CC=2F)=[O:13])[C:5]2[CH:10]=[CH:9][CH:8]=[CH:7][C:6]=2[F:11])CC1.C(O)(=O)C.OO.[BrH:31]. Product: [Br:31][CH:4]([C:5]1[CH:10]=[CH:9][CH:8]=[CH:7][C:6]=1[F:11])[C:12]([CH:14]1[CH2:22][CH2:24]1)=[O:13]. The catalyst class is: 6. (5) Reactant: Cl.[C:2]([O:6][C:7](=[O:20])[C@H:8]([CH2:10][C:11]1[C:19]2[C:14](=[CH:15][CH:16]=[CH:17][CH:18]=2)[NH:13][CH:12]=1)[NH2:9])([CH3:5])([CH3:4])[CH3:3].C(N(CC)C(C)C)(C)C.[CH2:30]([O:37][C:38]([NH:40][C@H:41]([C:43](O)=[O:44])[CH3:42])=[O:39])[C:31]1[CH:36]=[CH:35][CH:34]=[CH:33][CH:32]=1.CN(C(ON1N=NC2C=CC=NC1=2)=[N+](C)C)C.F[P-](F)(F)(F)(F)F. Product: [C:2]([O:6][C:7](=[O:20])[C@@H:8]([NH:9][C:43](=[O:44])[C@@H:41]([NH:40][C:38]([O:37][CH2:30][C:31]1[CH:36]=[CH:35][CH:34]=[CH:33][CH:32]=1)=[O:39])[CH3:42])[CH2:10][C:11]1[C:19]2[C:14](=[CH:15][CH:16]=[CH:17][CH:18]=2)[NH:13][CH:12]=1)([CH3:5])([CH3:3])[CH3:4]. The catalyst class is: 3.